This data is from Catalyst prediction with 721,799 reactions and 888 catalyst types from USPTO. The task is: Predict which catalyst facilitates the given reaction. (1) Product: [OH:13][C:14]1([CH2:18][O:19][C@H:20]2[CH2:21][CH2:22][C@H:23]([N:26]3[C:31](=[O:32])[C:30]([CH2:33][C:34]4[CH:35]=[CH:36][C:37]([C:40]5[CH:45]=[CH:44][CH:43]=[CH:42][C:41]=5[C:46]5[NH:3][C:4](=[O:7])[O:5][N:47]=5)=[CH:38][CH:39]=4)=[C:29]([CH2:48][CH2:49][CH3:50])[N:28]4[N:51]=[C:52]([CH3:54])[N:53]=[C:27]34)[CH2:24][CH2:25]2)[CH2:17][CH2:16][CH2:15]1. The catalyst class is: 69. Reactant: [Cl-].O[NH3+:3].[C:4](=[O:7])([O-])[OH:5].[Na+].CS(C)=O.[OH:13][C:14]1([CH2:18][O:19][C@H:20]2[CH2:25][CH2:24][C@H:23]([N:26]3[C:31](=[O:32])[C:30]([CH2:33][C:34]4[CH:39]=[CH:38][C:37]([C:40]5[C:41]([C:46]#[N:47])=[CH:42][CH:43]=[CH:44][CH:45]=5)=[CH:36][CH:35]=4)=[C:29]([CH2:48][CH2:49][CH3:50])[N:28]4[N:51]=[C:52]([CH3:54])[N:53]=[C:27]34)[CH2:22][CH2:21]2)[CH2:17][CH2:16][CH2:15]1. (2) Reactant: [NH2:1][C:2]1[C:17]([F:18])=[CH:16][C:5]2[O:6][C:7]([F:15])([F:14])[C:8](=[O:13])[N:9]([CH2:10][C:11]#[CH:12])[C:4]=2[CH:3]=1.[C:19]1(=O)[C:27]2[CH2:26][CH2:25][CH2:24][CH2:23][C:22]=2[C:21](=[O:28])[O:20]1. Product: [F:15][C:7]1([F:14])[C:8](=[O:13])[N:9]([CH2:10][C:11]#[CH:12])[C:4]2[CH:3]=[C:2]([N:1]3[C:19](=[O:20])[C:27]4[CH2:26][CH2:25][CH2:24][CH2:23][C:22]=4[C:21]3=[O:28])[C:17]([F:18])=[CH:16][C:5]=2[O:6]1. The catalyst class is: 15. (3) Reactant: [C:1]([CH2:3][NH:4][C:5]([C:7]1([NH:13][C:14](=[O:23])[C:15]2[CH:20]=[CH:19][C:18]([CH2:21]Br)=[CH:17][CH:16]=2)[CH2:12][CH2:11][CH2:10][CH2:9][CH2:8]1)=[O:6])#[N:2].[NH:24]1[CH:28]=[CH:27][N:26]=[CH:25]1.[Na]. Product: [C:1]([CH2:3][NH:4][C:5]([C:7]1([NH:13][C:14](=[O:23])[C:15]2[CH:20]=[CH:19][C:18]([CH2:21][N:24]3[CH:28]=[CH:27][N:26]=[CH:25]3)=[CH:17][CH:16]=2)[CH2:12][CH2:11][CH2:10][CH2:9][CH2:8]1)=[O:6])#[N:2]. The catalyst class is: 1. (4) Reactant: [CH:1]1[C:6]([CH:7]=[O:8])=[CH:5][CH:4]=[C:3]([CH:9]=O)[CH:2]=1.[NH2:11][N:12]1[CH:17]([CH3:18])[CH2:16][CH2:15][CH2:14][CH:13]1[CH3:19].C(Cl)(Cl)Cl. Product: [CH3:19][CH:13]1[CH2:14][CH2:15][CH2:16][CH:17]([CH3:18])[N:12]1[N:11]=[CH:9][C:3]1[CH:2]=[CH:1][C:6]([CH:7]=[O:8])=[CH:5][CH:4]=1. The catalyst class is: 828. (5) Reactant: [Br:1][C:2]1[CH:10]=[C:9]2[C:5]([CH2:6][CH2:7][C:8]2=[O:11])=[C:4]([N+:12]([O-:14])=[O:13])[C:3]=1[NH:15]C(=O)C.O. Product: [Br:1][C:2]1[CH:10]=[C:9]2[C:5]([CH2:6][CH2:7][C:8]2=[O:11])=[C:4]([N+:12]([O-:14])=[O:13])[C:3]=1[NH2:15]. The catalyst class is: 240. (6) Product: [Br:1][C:2]1[N:3]=[N:4][C:5]2[C:10]([C:11]=1[C:12]1[C:17]([O:18][CH3:19])=[CH:16][C:15]([C:20]3[CH:25]=[CH:24][CH:23]=[C:22]([F:26])[CH:21]=3)=[C:14]([Cl:27])[CH:13]=1)=[CH:9][CH:8]=[C:7]([S:28]([NH:48][C:45]1[CH:46]=[CH:47][O:43][N:44]=1)(=[O:29])=[O:30])[CH:6]=2. The catalyst class is: 818. Reactant: [Br:1][C:2]1[N:3]=[N:4][C:5]2[C:10]([C:11]=1[C:12]1[C:17]([O:18][CH3:19])=[CH:16][C:15]([C:20]3[CH:25]=[CH:24][CH:23]=[C:22]([F:26])[CH:21]=3)=[C:14]([Cl:27])[CH:13]=1)=[CH:9][CH:8]=[C:7]([S:28](OC1C(F)=C(F)C(F)=C(F)C=1F)(=[O:30])=[O:29])[CH:6]=2.[O:43]1[CH:47]=[CH:46][C:45]([NH2:48])=[N:44]1.C1COCC1.C[Si]([N-][Si](C)(C)C)(C)C.[Li+]. (7) Reactant: Cl[CH2:2][CH:3]([C:5]1[CH:10]=[CH:9][CH:8]=[CH:7][CH:6]=1)[OH:4].[OH-].[Na+]. The catalyst class is: 4. Product: [CH2:2]1[O:4][CH:3]1[C:5]1[CH:10]=[CH:9][CH:8]=[CH:7][CH:6]=1. (8) Reactant: Cl[C:2]1[N:7]=[C:6]([N:8]2[CH2:12][CH2:11][CH2:10][CH:9]2[C:13]2[O:17][N:16]=[C:15]([C:18]3[CH:23]=[CH:22][CH:21]=[CH:20][N:19]=3)[CH:14]=2)[N:5]=[C:4]([NH:24][C:25]2[NH:29][N:28]=[C:27]([CH3:30])[CH:26]=2)[CH:3]=1.[C:31]([O:35][C:36]([N:38]1[CH2:41][C:40]2([CH2:46][CH2:45][NH:44][CH2:43][CH2:42]2)[CH2:39]1)=[O:37])([CH3:34])([CH3:33])[CH3:32]. Product: [C:31]([O:35][C:36]([N:38]1[CH2:41][C:40]2([CH2:46][CH2:45][N:44]([C:2]3[N:7]=[C:6]([N:8]4[CH2:12][CH2:11][CH2:10][CH:9]4[C:13]4[O:17][N:16]=[C:15]([C:18]5[CH:23]=[CH:22][CH:21]=[CH:20][N:19]=5)[CH:14]=4)[N:5]=[C:4]([NH:24][C:25]4[CH:26]=[C:27]([CH3:30])[NH:28][N:29]=4)[CH:3]=3)[CH2:43][CH2:42]2)[CH2:39]1)=[O:37])([CH3:34])([CH3:32])[CH3:33]. The catalyst class is: 12. (9) Reactant: [CH3:1][O:2][C:3]1[CH:4]=[C:5]([CH:11]=[CH:12][C:13]([OH:15])=O)[CH:6]=[CH:7][C:8]=1[O:9][CH3:10].[CH:16]1([CH2:22][C:23](=[NH:26])[NH:24]O)[CH2:21][CH2:20][CH2:19][CH2:18][CH2:17]1. Product: [CH:16]1([CH2:22][C:23]2[N:26]=[C:13]([CH:12]=[CH:11][C:5]3[CH:6]=[CH:7][C:8]([O:9][CH3:10])=[C:3]([O:2][CH3:1])[CH:4]=3)[O:15][N:24]=2)[CH2:21][CH2:20][CH2:19][CH2:18][CH2:17]1. The catalyst class is: 11.